From a dataset of Blood-brain barrier permeability classification from the B3DB database. Regression/Classification. Given a drug SMILES string, predict its absorption, distribution, metabolism, or excretion properties. Task type varies by dataset: regression for continuous measurements (e.g., permeability, clearance, half-life) or binary classification for categorical outcomes (e.g., BBB penetration, CYP inhibition). Dataset: b3db_classification. (1) The molecule is O=C(NCCCCN1CCC(Oc2cccc(C(F)(F)F)c2)CC1)c1ccnc2ccccc12. The result is 1 (penetrates BBB). (2) The result is 1 (penetrates BBB). The drug is C[C@H]1CN2CC(=O)Nc3ccc(Cl)cc3[C@]2(c2ccccc2)O1. (3) The drug is O=C(O)CN(CCN(CC(=O)O)CC(=O)O)CCN(CC(=O)O)C(COCc1ccccc1)C(=O)O. The result is 0 (does not penetrate BBB). (4) The compound is CCOC(=O)N[C@H](O)C(Cl)(Cl)Cl. The result is 1 (penetrates BBB). (5) The compound is COC(=O)C[C@H](c1ccc2c(c1)OCO2)c1cc2c(cc1O)OCO2. The result is 0 (does not penetrate BBB). (6) The compound is Cc1nc2n(c(=O)c1CCN1CCC(c3noc4cc(F)ccc34)CC1)C[C@@H](O)CC2. The result is 1 (penetrates BBB). (7) The compound is CNC(C)Cc1ccccc1. The result is 1 (penetrates BBB). (8) The drug is CC(C)(C)[C@@H](O)/C=C\c1ccc2c(c1)OCO2. The result is 1 (penetrates BBB). (9) The molecule is COc1ccc(C(C)(C)C)cc1CN[C@H]1C2CCN(CC2)C1C(c1ccccc1)c1ccccc1. The result is 1 (penetrates BBB). (10) The molecule is CCCNC(=O)c1ccc2c(c1)N(C(C)CN1CCCC1)c1ccccc1S2. The result is 1 (penetrates BBB).